From a dataset of Catalyst prediction with 721,799 reactions and 888 catalyst types from USPTO. Predict which catalyst facilitates the given reaction. (1) Reactant: [CH3:1][O:2][CH2:3][CH2:4][C@:5]1([C:18]([N:20]2[CH2:25][CH2:24][N:23]([C:26]3[CH:31]=[C:30]([C:32]([F:35])([F:34])[F:33])[CH:29]=[CH:28][N:27]=3)[CH2:22][CH2:21]2)=[O:19])[CH2:9][CH2:8][C@@H:7]([NH:10]C(=O)OC(C)(C)C)[CH2:6]1.[ClH:36]. Product: [ClH:36].[ClH:36].[CH3:1][O:2][CH2:3][CH2:4][C@:5]1([C:18]([N:20]2[CH2:21][CH2:22][N:23]([C:26]3[CH:31]=[C:30]([C:32]([F:35])([F:33])[F:34])[CH:29]=[CH:28][N:27]=3)[CH2:24][CH2:25]2)=[O:19])[CH2:9][CH2:8][C@@H:7]([NH2:10])[CH2:6]1. The catalyst class is: 28. (2) Reactant: C1C=CC(P(N=[N+]=[N-])(C2C=CC=CC=2)=[O:8])=CC=1.[C:18]([C:22]1[CH:26]=[C:25](C(O)=O)[N:24]([C:30]2[CH:35]=[CH:34][CH:33]=[C:32]([CH2:36][P:37]([CH3:40])([CH3:39])=[O:38])[CH:31]=2)[N:23]=1)([CH3:21])([CH3:20])[CH3:19].CC[N:43]([CH2:46]C)CC.[NH2:48][C:49]1[C:58]2[C:53](=[CH:54][CH:55]=[CH:56][CH:57]=2)[C:52]([O:59][C:60]2[CH:65]=[CH:64][N:63]=[C:62]([NH:66][C:67]3[CH:72]=[CH:71][CH:70]=[CH:69][CH:68]=3)[N:61]=2)=[CH:51][CH:50]=1. Product: [C:18]([C:22]1[CH:26]=[C:25]([NH:43][C:46]([NH:48][C:49]2[C:58]3[C:53](=[CH:54][CH:55]=[CH:56][CH:57]=3)[C:52]([O:59][C:60]3[CH:65]=[CH:64][N:63]=[C:62]([NH:66][C:67]4[CH:68]=[CH:69][CH:70]=[CH:71][CH:72]=4)[N:61]=3)=[CH:51][CH:50]=2)=[O:8])[N:24]([C:30]2[CH:35]=[CH:34][CH:33]=[C:32]([CH2:36][P:37]([CH3:39])([CH3:40])=[O:38])[CH:31]=2)[N:23]=1)([CH3:19])([CH3:20])[CH3:21]. The catalyst class is: 18.